The task is: Regression. Given a peptide amino acid sequence and an MHC pseudo amino acid sequence, predict their binding affinity value. This is MHC class II binding data.. This data is from Peptide-MHC class II binding affinity with 134,281 pairs from IEDB. The peptide sequence is YDLFLANVSTVLTGK. The MHC is DRB1_0802 with pseudo-sequence DRB1_0802. The binding affinity (normalized) is 0.767.